From a dataset of Forward reaction prediction with 1.9M reactions from USPTO patents (1976-2016). Predict the product of the given reaction. (1) Given the reactants [F:1][C:2]([F:13])([F:12])[O:3][C:4]1[CH:11]=[CH:10][C:7]([CH:8]=O)=[CH:6][CH:5]=1.[NH2:14][C:15]1[N:16]=[N:17][C:18]([CH3:21])=[CH:19][CH:20]=1.C([O:24][C:25](=O)[C:26]([OH:39])=[CH:27][C:28]([C:30]1[CH:35]=[CH:34][C:33]([CH:36]([CH3:38])[CH3:37])=[CH:32][CH:31]=1)=[O:29])C, predict the reaction product. The product is: [OH:39][C:26]1[C:25](=[O:24])[N:14]([C:15]2[N:16]=[N:17][C:18]([CH3:21])=[CH:19][CH:20]=2)[CH:8]([C:7]2[CH:10]=[CH:11][C:4]([O:3][C:2]([F:13])([F:12])[F:1])=[CH:5][CH:6]=2)[C:27]=1[C:28](=[O:29])[C:30]1[CH:35]=[CH:34][C:33]([CH:36]([CH3:38])[CH3:37])=[CH:32][CH:31]=1. (2) The product is: [C:28]([C@@H:26]([C@H:24]([C:23]([OH:32])=[O:31])[OH:25])[OH:27])([OH:30])=[O:29].[C:28]([C@@H:26]([C@H:24]([C:23]([OH:32])=[O:31])[OH:25])[OH:27])([OH:30])=[O:29].[N:1]1[CH:6]=[CH:5][CH:4]=[CH:3][C:2]=1[N:7]1[CH2:8][CH2:9][N:10]([CH2:13][C:14]2[NH:15][C:16]3[CH:22]=[CH:21][CH:20]=[CH:19][C:17]=3[N:18]=2)[CH2:11][CH2:12]1. Given the reactants [N:1]1[CH:6]=[CH:5][CH:4]=[CH:3][C:2]=1[N:7]1[CH2:12][CH2:11][N:10]([CH2:13][C:14]2[NH:18][C:17]3[CH:19]=[CH:20][CH:21]=[CH:22][C:16]=3[N:15]=2)[CH2:9][CH2:8]1.[C:23]([OH:32])(=[O:31])[CH:24]([CH:26]([C:28]([OH:30])=[O:29])[OH:27])[OH:25], predict the reaction product. (3) Given the reactants F[C:2]1[CH:9]=[C:8]([O:10][CH3:11])[CH:7]=[CH:6][C:3]=1[CH:4]=O.[CH3:12][O:13][C:14](=[O:17])[CH2:15][SH:16].CCN(CC)CC.O, predict the reaction product. The product is: [CH3:12][O:13][C:14]([C:15]1[S:16][C:2]2[CH:9]=[C:8]([O:10][CH3:11])[CH:7]=[CH:6][C:3]=2[CH:4]=1)=[O:17]. (4) The product is: [CH3:43][C:42]([CH3:45])([CH3:44])[CH2:41][CH2:40][N:37]1[CH2:36][CH2:35][N:34]([CH2:33][CH2:32][CH2:31][O:30][C:27]2[CH:28]=[CH:29][C:24]([C:22]([N:14]3[CH2:13][CH2:12][C:11]4[N:10]=[C:9]([CH3:47])[NH:8][C:17]=4[C:16]4[CH:18]=[CH:19][CH:20]=[CH:21][C:15]3=4)=[O:23])=[CH:25][C:26]=2[F:46])[CH2:39][CH2:38]1. Given the reactants C([N:8]1[C:17]2[C:16]3[CH:18]=[CH:19][CH:20]=[CH:21][C:15]=3[N:14]([C:22]([C:24]3[CH:29]=[CH:28][C:27]([O:30][CH2:31][CH2:32][CH2:33][N:34]4[CH2:39][CH2:38][N:37]([CH2:40][CH2:41][C:42]([CH3:45])([CH3:44])[CH3:43])[CH2:36][CH2:35]4)=[C:26]([F:46])[CH:25]=3)=[O:23])[CH2:13][CH2:12][C:11]=2[N:10]=[C:9]1[CH3:47])C1C=CC=CC=1.C(O)(=O)C, predict the reaction product. (5) Given the reactants [C:1]([O:4][CH2:5][CH2:6][S:7]([O-:10])(=O)=[O:8])(=[O:3])[CH3:2].[Na+].S(Cl)([Cl:14])=O, predict the reaction product. The product is: [C:1]([O:4][CH2:5][CH2:6][S:7]([Cl:14])(=[O:10])=[O:8])(=[O:3])[CH3:2]. (6) Given the reactants [C:1]([O:5][C:6](=[O:36])[CH2:7][C:8]([N:19]1[C:27]2[C:22](=[C:23]([NH:28][C:29]([O:31][C:32]([CH3:35])([CH3:34])[CH3:33])=[O:30])[CH:24]=[CH:25][CH:26]=2)[CH:21]=[CH:20]1)([C:12]1[CH:17]=[CH:16][C:15]([Cl:18])=[CH:14][CH:13]=1)[C:9](O)=[O:10])([CH3:4])([CH3:3])[CH3:2].CN1CCOCC1.C(Cl)(=O)OCC(C)C.[BH4-].[Na+], predict the reaction product. The product is: [C:32]([O:31][C:29]([NH:28][C:23]1[CH:24]=[CH:25][CH:26]=[C:27]2[C:22]=1[CH:21]=[CH:20][N:19]2[C:8]([C:12]1[CH:13]=[CH:14][C:15]([Cl:18])=[CH:16][CH:17]=1)([CH2:9][OH:10])[CH2:7][C:6]([O:5][C:1]([CH3:4])([CH3:3])[CH3:2])=[O:36])=[O:30])([CH3:33])([CH3:34])[CH3:35]. (7) The product is: [C:3]([C@@H:5]([NH:18][C:19](=[O:36])[O:20][CH2:21][CH2:22][N:23]1[CH2:28][CH2:27][N:26]([C:29]([O:31][C:32]([CH3:35])([CH3:34])[CH3:33])=[O:30])[CH2:25][CH2:24]1)[CH2:6][C:7]1[CH:12]=[CH:11][C:10]([O:13][C:14]([CH3:15])([CH3:16])[CH3:17])=[CH:9][CH:8]=1)([OH:4])=[O:2]. Given the reactants C[O:2][C:3]([C@@H:5]([NH:18][C:19](=[O:36])[O:20][CH2:21][CH2:22][N:23]1[CH2:28][CH2:27][N:26]([C:29]([O:31][C:32]([CH3:35])([CH3:34])[CH3:33])=[O:30])[CH2:25][CH2:24]1)[CH2:6][C:7]1[CH:12]=[CH:11][C:10]([O:13][C:14]([CH3:17])([CH3:16])[CH3:15])=[CH:9][CH:8]=1)=[O:4].O[Li].O, predict the reaction product. (8) Given the reactants [CH2:1]([O:8][C:9]1[CH:14]=[CH:13][C:12]([S:15]([N:18]2[C:26]3[C:21](=[CH:22][CH:23]=[CH:24][CH:25]=3)[CH2:20][C@@H:19]2[C:27]([OH:29])=[O:28])(=[O:17])=[O:16])=[CH:11][CH:10]=1)[C:2]1[CH:7]=[CH:6][CH:5]=[CH:4][CH:3]=1.O.[C:31]1(C)C=CC(S(O)(=O)=O)=CC=1, predict the reaction product. The product is: [CH3:31][O:28][C:27]([C@H:19]1[CH2:20][C:21]2[C:26](=[CH:25][CH:24]=[CH:23][CH:22]=2)[N:18]1[S:15]([C:12]1[CH:11]=[CH:10][C:9]([O:8][CH2:1][C:2]2[CH:3]=[CH:4][CH:5]=[CH:6][CH:7]=2)=[CH:14][CH:13]=1)(=[O:16])=[O:17])=[O:29]. (9) Given the reactants [Br:1][C:2]1[C:7]([OH:8])=[C:6]([Cl:9])[CH:5]=[CH:4][N:3]=1.[C:10](=O)([O-])[O-].[K+].[K+].IC, predict the reaction product. The product is: [Br:1][C:2]1[C:7]([O:8][CH3:10])=[C:6]([Cl:9])[CH:5]=[CH:4][N:3]=1.